This data is from Peptide-MHC class I binding affinity with 185,985 pairs from IEDB/IMGT. The task is: Regression. Given a peptide amino acid sequence and an MHC pseudo amino acid sequence, predict their binding affinity value. This is MHC class I binding data. (1) The peptide sequence is MTYTGGVMT. The MHC is HLA-A02:01 with pseudo-sequence HLA-A02:01. The binding affinity (normalized) is 0.0530. (2) The peptide sequence is SIIQEKLGY. The MHC is HLA-A31:01 with pseudo-sequence HLA-A31:01. The binding affinity (normalized) is 0.0847. (3) The peptide sequence is DYCLSLIVNL. The MHC is Patr-A0901 with pseudo-sequence Patr-A0901. The binding affinity (normalized) is 0.101. (4) The peptide sequence is LTIPPTAGIL. The MHC is Mamu-A02 with pseudo-sequence Mamu-A02. The binding affinity (normalized) is 0.949. (5) The peptide sequence is YLGDEILEV. The MHC is HLA-A02:02 with pseudo-sequence HLA-A02:02. The binding affinity (normalized) is 0.720. (6) The peptide sequence is NIKISLNEIL. The binding affinity (normalized) is 0.318. The MHC is HLA-A68:02 with pseudo-sequence HLA-A68:02.